This data is from Forward reaction prediction with 1.9M reactions from USPTO patents (1976-2016). The task is: Predict the product of the given reaction. Given the reactants [ClH:1].Cl.[NH:3]1[C:7]2[CH:8]=[CH:9][CH:10]=[CH:11][C:6]=2[N:5]=[C:4]1[C@H:12]([NH2:22])[CH2:13][C:14]1[CH:19]=[CH:18][C:17]([O:20][CH3:21])=[CH:16][CH:15]=1.[O:23]1[CH:27]=[CH:26][C:25]([NH2:28])=[N:24]1.[C:29](O)(C(F)(F)F)=[O:30], predict the reaction product. The product is: [ClH:1].[NH:3]1[C:7]2[CH:8]=[CH:9][CH:10]=[CH:11][C:6]=2[N:5]=[C:4]1[C@H:12]([NH:22][C:29]([NH:28][C:25]1[CH:26]=[CH:27][O:23][N:24]=1)=[O:30])[CH2:13][C:14]1[CH:19]=[CH:18][C:17]([O:20][CH3:21])=[CH:16][CH:15]=1.